From a dataset of Catalyst prediction with 721,799 reactions and 888 catalyst types from USPTO. Predict which catalyst facilitates the given reaction. (1) Reactant: [NH2:1][C:2]1[CH:3]=[C:4]([CH:23]=[CH:24][CH:25]=1)[O:5][C:6]1[CH:20]=[CH:19][C:9]2[N:10]=[C:11]([NH:13][C:14]([CH:16]3[CH2:18][CH2:17]3)=[O:15])[S:12][C:8]=2[C:7]=1[C:21]#[N:22].[F:26][C:27]([F:39])([F:38])[C:28]1[CH:29]=[C:30]([CH2:34][C:35](O)=[O:36])[CH:31]=[CH:32][CH:33]=1.F[P-](F)(F)(F)(F)F.N1(OC(N(C)C)=[N+](C)C)C2N=CC=CC=2N=N1.N1C=CC=CC=1. Product: [C:21]([C:7]1[C:8]2[S:12][C:11]([NH:13][C:14]([CH:16]3[CH2:18][CH2:17]3)=[O:15])=[N:10][C:9]=2[CH:19]=[CH:20][C:6]=1[O:5][C:4]1[CH:23]=[CH:24][CH:25]=[C:2]([NH:1][C:35](=[O:36])[CH2:34][C:30]2[CH:31]=[CH:32][CH:33]=[C:28]([C:27]([F:38])([F:26])[F:39])[CH:29]=2)[CH:3]=1)#[N:22]. The catalyst class is: 13. (2) The catalyst class is: 4. Product: [NH2:24][C:18]1[C:17]2[N:16]=[C:15]([CH2:25][CH2:26][CH3:27])[N:14]([CH2:13][CH2:12][O:11][CH2:10][CH2:9][NH:8][C:33](=[O:34])[C:32]3[CH:36]=[CH:37][C:29]([Cl:28])=[CH:30][CH:31]=3)[C:22]=2[C:21]([Br:23])=[CH:20][N:19]=1. Reactant: C(N(CC)CC)C.[NH2:8][CH2:9][CH2:10][O:11][CH2:12][CH2:13][N:14]1[C:22]2[C:21]([Br:23])=[CH:20][N:19]=[C:18]([NH2:24])[C:17]=2[N:16]=[C:15]1[CH2:25][CH2:26][CH3:27].[Cl:28][C:29]1[CH:37]=[CH:36][C:32]([C:33](Cl)=[O:34])=[CH:31][CH:30]=1.